Dataset: Full USPTO retrosynthesis dataset with 1.9M reactions from patents (1976-2016). Task: Predict the reactants needed to synthesize the given product. The reactants are: [F:1][C:2]1[CH:3]=[C:4]([C:12]([OH:14])=[O:13])[C:5](=[CH:9][C:10]=1[I:11])C(O)=O.[C:15](=[O:18])([O-])[O-].[K+].[K+].[CH3:21]I.CN([CH:26]=[O:27])C. Given the product [CH3:15][O:18][C:26](=[O:27])[C:5]1[C:4](=[CH:3][C:2]([F:1])=[C:10]([I:11])[CH:9]=1)[C:12]([O:14][CH3:21])=[O:13], predict the reactants needed to synthesize it.